From a dataset of TCR-epitope binding with 47,182 pairs between 192 epitopes and 23,139 TCRs. Binary Classification. Given a T-cell receptor sequence (or CDR3 region) and an epitope sequence, predict whether binding occurs between them. (1) The epitope is GLCTLVAML. The TCR CDR3 sequence is CASSTGRVAPGELFF. Result: 1 (the TCR binds to the epitope). (2) The epitope is FADDLNQLTGY. The TCR CDR3 sequence is CASSSIDGAQETQYF. Result: 1 (the TCR binds to the epitope). (3) The epitope is GTITVEELK. The TCR CDR3 sequence is CASSDPDRIKNIQYF. Result: 0 (the TCR does not bind to the epitope). (4) The epitope is QARQMVQAMRTIGTHP. The TCR CDR3 sequence is CASSFDFGDRSYEQYF. Result: 0 (the TCR does not bind to the epitope). (5) The epitope is LLSAGIFGA. The TCR CDR3 sequence is CSAHRTENTEAFF. Result: 0 (the TCR does not bind to the epitope). (6) The epitope is RLRAEAQVK. The TCR CDR3 sequence is CASSLVGGLAETQYF. Result: 0 (the TCR does not bind to the epitope).